This data is from Full USPTO retrosynthesis dataset with 1.9M reactions from patents (1976-2016). The task is: Predict the reactants needed to synthesize the given product. (1) Given the product [CH:15]([O:14][C:11]1[CH:10]=[CH:9][CH:8]=[C:7]2[C:12]=1[CH:13]=[C:5]([C:3]([OH:4])=[O:2])[NH:6]2)([CH3:17])[CH3:16], predict the reactants needed to synthesize it. The reactants are: C[O:2][C:3]([C:5]1[NH:6][C:7]2[C:12]([CH:13]=1)=[C:11]([O:14][CH:15]([CH3:17])[CH3:16])[CH:10]=[CH:9][CH:8]=2)=[O:4].[Li+].[OH-].O. (2) Given the product [CH3:11][O:10][CH2:9][CH2:8][N:4]1[CH:5]=[CH:6][CH:7]=[C:3]1[CH2:2][C:12]1[CH:17]=[CH:16][C:15]([N:18]([CH3:28])[S:19]([C:22]2[CH:23]=[CH:24][CH:25]=[CH:26][CH:27]=2)(=[O:20])=[O:21])=[CH:14][CH:13]=1, predict the reactants needed to synthesize it. The reactants are: O[CH:2]([C:12]1[CH:17]=[CH:16][C:15]([N:18]([CH3:28])[S:19]([C:22]2[CH:27]=[CH:26][CH:25]=[CH:24][CH:23]=2)(=[O:21])=[O:20])=[CH:14][CH:13]=1)[C:3]1[N:4]([CH2:8][CH2:9][O:10][CH3:11])[CH:5]=[CH:6][CH:7]=1.C([SiH](CC)CC)C.B(F)(F)F.CCOCC. (3) Given the product [Br:7][C:8]1[CH:9]=[C:10]([CH3:15])[C:11](=[O:14])[N:12]([CH2:17][CH:18]2[CH2:20][CH2:19]2)[CH:13]=1, predict the reactants needed to synthesize it. The reactants are: C(=O)([O-])[O-].[K+].[K+].[Br:7][C:8]1[CH:9]=[C:10]([CH3:15])[C:11]([OH:14])=[N:12][CH:13]=1.Br[CH2:17][CH:18]1[CH2:20][CH2:19]1.CC(=O)OCC. (4) Given the product [CH2:22]([O:38][C:39](=[O:41])[CH2:40][NH:21][CH2:20][C:16]1[C:17]2[C:12](=[CH:11][C:10]([S:7]([C:1]3[CH:2]=[CH:3][CH:4]=[CH:5][CH:6]=3)(=[O:9])=[O:8])=[CH:19][CH:18]=2)[CH:13]=[CH:14][CH:15]=1)[CH3:23], predict the reactants needed to synthesize it. The reactants are: [C:1]1([S:7]([C:10]2[CH:11]=[C:12]3[C:17](=[CH:18][CH:19]=2)[C:16]([CH2:20][NH2:21])=[CH:15][CH:14]=[CH:13]3)(=[O:9])=[O:8])[CH:6]=[CH:5][CH:4]=[CH:3][CH:2]=1.[CH2:22](N(CC)CC)[CH3:23].[C:39]([O:38][BH-]([O:38][C:39](=[O:41])[CH3:40])[O:38][C:39](=[O:41])[CH3:40])(=[O:41])[CH3:40].[Na+]. (5) Given the product [OH:5][CH2:4][CH2:3][N+:2]([CH3:6])([CH3:1])[CH2:9][CH2:8][C:7]([O-:11])=[O:10], predict the reactants needed to synthesize it. The reactants are: [CH3:1][N:2]([CH3:6])[CH2:3][CH2:4][OH:5].[C:7]([OH:11])(=[O:10])[CH:8]=[CH2:9].